This data is from Full USPTO retrosynthesis dataset with 1.9M reactions from patents (1976-2016). The task is: Predict the reactants needed to synthesize the given product. (1) Given the product [C:19]([C:23]1[CH:28]=[CH:27][C:26]([C:2]2[C:3]([C:4]([O:6][CH2:7][C:8]3[CH:13]=[CH:12][CH:11]=[CH:10][CH:9]=3)=[O:5])=[CH:14][CH:15]=[CH:16][C:17]=2[CH3:18])=[CH:25][CH:24]=1)([CH3:22])([CH3:21])[CH3:20], predict the reactants needed to synthesize it. The reactants are: Br[C:2]1[C:17]([CH3:18])=[CH:16][CH:15]=[CH:14][C:3]=1[C:4]([O:6][CH2:7][C:8]1[CH:13]=[CH:12][CH:11]=[CH:10][CH:9]=1)=[O:5].[C:19]([C:23]1[CH:28]=[CH:27][C:26](B(O)O)=[CH:25][CH:24]=1)([CH3:22])([CH3:21])[CH3:20]. (2) Given the product [CH3:24][N:4]1[C:5](=[O:23])[C:6]2[CH:10]=[C:9]([C:11]([N:13]3[CH2:18][CH2:17][N:16]([S:19]([CH3:22])(=[O:21])=[O:20])[CH2:15][CH2:14]3)=[O:12])[O:8][C:7]=2[C:2]([C:44]2[CH:43]=[CH:42][N:41]=[C:40]([O:39][CH2:38][CH:35]3[CH2:36][CH2:37][O:32][CH2:33][CH2:34]3)[CH:45]=2)=[N:3]1, predict the reactants needed to synthesize it. The reactants are: Cl[C:2]1[C:7]2[O:8][C:9]([C:11]([N:13]3[CH2:18][CH2:17][N:16]([S:19]([CH3:22])(=[O:21])=[O:20])[CH2:15][CH2:14]3)=[O:12])=[CH:10][C:6]=2[C:5](=[O:23])[N:4]([CH3:24])[N:3]=1.O.C(=O)([O-])[O-].[Na+].[Na+].[O:32]1[CH2:37][CH2:36][CH:35]([CH2:38][O:39][C:40]2[CH:45]=[C:44](B3OC(C)(C)C(C)(C)O3)[CH:43]=[CH:42][N:41]=2)[CH2:34][CH2:33]1. (3) Given the product [C:33]1([C:42]2[CH:43]=[CH:44][CH:45]=[CH:46][CH:47]=2)[CH:34]=[CH:35][C:36]([CH2:39][CH2:40][NH:41][C:17]([C:16]2[CH:15]=[CH:14][C:13]([O:12][C:11]3[CH:10]=[C:9]4[C:4]([CH:5]([C:22]([O:24][CH2:25][CH3:26])=[O:23])[CH2:6][CH2:7][O:8]4)=[CH:3][C:2]=3[Cl:1])=[CH:21][CH:20]=2)=[O:18])=[CH:37][CH:38]=1, predict the reactants needed to synthesize it. The reactants are: [Cl:1][C:2]1[CH:3]=[C:4]2[C:9](=[CH:10][C:11]=1[O:12][C:13]1[CH:21]=[CH:20][C:16]([C:17](O)=[O:18])=[CH:15][CH:14]=1)[O:8][CH2:7][CH2:6][CH:5]2[C:22]([O:24][CH2:25][CH3:26])=[O:23].C(Cl)(=O)C(Cl)=O.[C:33]1([C:42]2[CH:47]=[CH:46][CH:45]=[CH:44][CH:43]=2)[CH:38]=[CH:37][C:36]([CH2:39][CH2:40][NH2:41])=[CH:35][CH:34]=1.C(N(CC)CC)C.